From a dataset of Full USPTO retrosynthesis dataset with 1.9M reactions from patents (1976-2016). Predict the reactants needed to synthesize the given product. Given the product [F:7][C:8]([F:12])([F:11])[CH2:9][CH2:10][S:1][CH2:2][CH2:3][C:4]([OH:6])=[O:5], predict the reactants needed to synthesize it. The reactants are: [SH:1][CH2:2][CH2:3][C:4]([OH:6])=[O:5].[F:7][C:8]([F:12])([F:11])[CH:9]=[CH2:10].